From a dataset of Reaction yield outcomes from USPTO patents with 853,638 reactions. Predict the reaction yield, written as a fraction of the theoretical maximum amount of product (1.0 means a 100% yield; for example, 0.34 means a 34% yield). The reactants are [O:1]=[C:2]1[CH:7]=[N:6][C:5]2[N:8]=[CH:9][CH:10]=[C:11]([O:12][C:13]3[CH:18]=[CH:17][C:16]([NH:19][C:20](=[O:26])OC(C)(C)C)=[CH:15][CH:14]=3)[C:4]=2[NH:3]1.[C:27]([C:31]1[CH:35]=[C:34]([N:36]=C=O)[N:33]([C:39]2[CH:44]=[CH:43][C:42]([CH3:45])=[CH:41][CH:40]=2)[N:32]=1)([CH3:30])([CH3:29])[CH3:28]. No catalyst specified. The product is [C:27]([C:31]1[CH:35]=[C:34]([NH:36][C:20]([NH:19][C:16]2[CH:15]=[CH:14][C:13]([O:12][C:11]3[C:4]4[NH:3][C:2](=[O:1])[CH:7]=[N:6][C:5]=4[N:8]=[CH:9][CH:10]=3)=[CH:18][CH:17]=2)=[O:26])[N:33]([C:39]2[CH:40]=[CH:41][C:42]([CH3:45])=[CH:43][CH:44]=2)[N:32]=1)([CH3:30])([CH3:29])[CH3:28]. The yield is 0.640.